From a dataset of Catalyst prediction with 721,799 reactions and 888 catalyst types from USPTO. Predict which catalyst facilitates the given reaction. (1) Reactant: [Cl:1][C:2]1[CH:7]=[CH:6][C:5]([C:8]2[NH:9][C:10]3[C:15]([C:16]=2[CH2:17][C:18](O)=[O:19])=[CH:14][CH:13]=[CH:12][CH:11]=3)=[CH:4][C:3]=1[S:21](=[O:30])(=[O:29])[NH:22][CH:23]1[CH2:28][CH2:27][CH2:26][CH2:25][CH2:24]1.CN(C(ON1N=NC2C=CC=CC1=2)=[N+](C)C)C.F[P-](F)(F)(F)(F)F.CCN(C(C)C)C(C)C.[CH3:64][O:65][C:66](=[O:72])[C@@H:67]([NH2:71])[CH:68]([CH3:70])[CH3:69]. Product: [CH3:64][O:65][C:66](=[O:72])[C@@H:67]([NH:71][C:18](=[O:19])[CH2:17][C:16]1[C:15]2[C:10](=[CH:11][CH:12]=[CH:13][CH:14]=2)[NH:9][C:8]=1[C:5]1[CH:6]=[CH:7][C:2]([Cl:1])=[C:3]([S:21](=[O:29])(=[O:30])[NH:22][CH:23]2[CH2:28][CH2:27][CH2:26][CH2:25][CH2:24]2)[CH:4]=1)[CH:68]([CH3:70])[CH3:69]. The catalyst class is: 2. (2) Reactant: [CH3:1]N(C)CCNC.[Li]CCCC.[N:13]1([C:19]2[CH:26]=[CH:25][CH:24]=[CH:23][C:20]=2[CH:21]=[O:22])[CH2:18][CH2:17][CH2:16][CH2:15][CH2:14]1.CI. Product: [CH3:1][C:23]1[CH:24]=[CH:25][CH:26]=[C:19]([N:13]2[CH2:18][CH2:17][CH2:16][CH2:15][CH2:14]2)[C:20]=1[CH:21]=[O:22]. The catalyst class is: 134. (3) Reactant: C(O[CH:5]([O:9][C:10](=[O:12])[CH3:11])[C:6]([CH3:8])=[CH2:7])(=O)C.[CH3:13][O:14][C:15]1[CH:22]=[CH:21][C:18]([O:19][CH3:20])=[CH:17][CH:16]=1. Product: [C:10]([O:9][CH:5]=[C:6]([CH3:7])[CH2:8][C:21]1[CH:22]=[C:15]([O:14][CH3:13])[CH:16]=[CH:17][C:18]=1[O:19][CH3:20])(=[O:12])[CH3:11]. The catalyst class is: 13. (4) Reactant: C(#N)C.CS(C)=O.[CH:8]([O-:10])=O.[Na+].Br[C:13]1[CH:14]=[C:15]2[C:20](=[CH:21][CH:22]=1)[N:19]=[C:18]([NH:23][CH3:24])[N:17]=[C:16]2[O:25][CH2:26][CH3:27]. Product: [CH2:26]([O:25][C:16]1[C:15]2[C:20](=[CH:21][CH:22]=[C:13]([CH:8]=[O:10])[CH:14]=2)[N:19]=[C:18]([NH:23][CH3:24])[N:17]=1)[CH3:27]. The catalyst class is: 103. (5) Reactant: [CH3:1][C:2]1[C:17]([C:18]([OH:20])=O)=[C:5]2[CH:6]=[C:7]([CH3:16])[CH:8]=[C:9]([O:10][CH2:11][CH2:12][CH:13]([CH3:15])[CH3:14])[N:4]2[N:3]=1.ON1C2C=CC=CC=2N=N1.CN(C)CCCN=C=NCC.[C:42]([O:46][C:47](=[O:56])[NH:48][C:49]([CH3:55])([CH2:52][CH2:53][CH3:54])[CH2:50][NH2:51])([CH3:45])([CH3:44])[CH3:43].C(N(CC)C(C)C)(C)C. Product: [C:42]([O:46][C:47](=[O:56])[NH:48][C:49]([CH3:55])([CH2:52][CH2:53][CH3:54])[CH2:50][NH:51][C:18]([C:17]1[C:2]([CH3:1])=[N:3][N:4]2[C:9]([O:10][CH2:11][CH2:12][CH:13]([CH3:14])[CH3:15])=[CH:8][C:7]([CH3:16])=[CH:6][C:5]=12)=[O:20])([CH3:45])([CH3:44])[CH3:43]. The catalyst class is: 7. (6) Reactant: C(O[C:4](=O)[O:5][C:6]1[C:15]2[C:16](=[O:29])[N:17]([CH2:20][CH2:21][C:22]3[CH:27]=[CH:26][C:25]([F:28])=[CH:24][CH:23]=3)[C:18](=[O:19])[C:14]=2[C:13]([O:30][CH:31]([C:38]2[CH:43]=[CH:42][CH:41]=[CH:40][CH:39]=2)[C:32]2[CH:37]=[CH:36][CH:35]=[CH:34][CH:33]=2)=[C:12]2[C:7]=1[CH:8]=[CH:9][CH:10]=[N:11]2)C.O.C(=O)([O-])[O-].[K+].[K+].IC. Product: [CH:31]([O:30][C:13]1[C:14]2[C:18](=[O:19])[N:17]([CH2:20][CH2:21][C:22]3[CH:23]=[CH:24][C:25]([F:28])=[CH:26][CH:27]=3)[C:16](=[O:29])[C:15]=2[C:6]([O:5][CH3:4])=[C:7]2[C:12]=1[N:11]=[CH:10][CH:9]=[CH:8]2)([C:32]1[CH:37]=[CH:36][CH:35]=[CH:34][CH:33]=1)[C:38]1[CH:43]=[CH:42][CH:41]=[CH:40][CH:39]=1. The catalyst class is: 54.